Task: Predict the product of the given reaction.. Dataset: Forward reaction prediction with 1.9M reactions from USPTO patents (1976-2016) (1) The product is: [C:29]([O:28][C:27](=[O:33])[NH:26][C@H:21]1[CH2:22][CH2:23][CH2:24][CH2:25][C@H:20]1[NH:19][C:2]1[N:7]=[N:6][C:5]([C:8](=[O:9])[NH2:10])=[C:4]([NH:11][C:12]2[CH:17]=[CH:16][C:15]([CH3:18])=[CH:14][CH:13]=2)[CH:3]=1)([CH3:32])([CH3:30])[CH3:31]. Given the reactants Cl[C:2]1[N:7]=[N:6][C:5]([C:8]([NH2:10])=[O:9])=[C:4]([NH:11][C:12]2[CH:17]=[CH:16][C:15]([CH3:18])=[CH:14][CH:13]=2)[CH:3]=1.[NH2:19][C@@H:20]1[CH2:25][CH2:24][CH2:23][CH2:22][C@@H:21]1[NH:26][C:27](=[O:33])[O:28][C:29]([CH3:32])([CH3:31])[CH3:30], predict the reaction product. (2) Given the reactants [Br:1][C:2]1[CH:3]=[C:4]2[C:9](=[CH:10][CH:11]=1)[CH:8]=[C:7]([OH:12])[CH:6]=[CH:5]2.[CH2:13]([N:15]1[CH2:19][CH2:18][CH2:17][C@H:16]1[CH2:20]O)[CH3:14].C1(P(C2C=CC=CC=2)C2C=CC=CC=2)C=CC=CC=1, predict the reaction product. The product is: [CH2:13]([N:15]1[CH2:19][CH2:18][CH2:17][C@H:16]1[CH2:20][O:12][C:7]1[CH:6]=[CH:5][C:4]2[C:9](=[CH:10][CH:11]=[C:2]([Br:1])[CH:3]=2)[CH:8]=1)[CH3:14]. (3) Given the reactants [OH-].[Na+].[C:3]([C:7]1[N:11]([CH3:12])[N:10]([CH2:13][CH:14]2[CH2:18][CH2:17][CH2:16][CH2:15]2)/[C:9](=[N:19]/C(=O)C(F)(F)F)/[CH:8]=1)([CH3:6])([CH3:5])[CH3:4], predict the reaction product. The product is: [C:3]([C:7]1[N:11]([CH3:12])[N:10]([CH2:13][CH:14]2[CH2:15][CH2:16][CH2:17][CH2:18]2)[C:9](=[NH:19])[CH:8]=1)([CH3:6])([CH3:4])[CH3:5]. (4) Given the reactants [Cl:1][C:2]1[C:3]([N:12]2[CH2:18][CH2:17][CH2:16][NH:15][CH2:14][CH2:13]2)=[N:4][CH:5]=[C:6]([C:8]([F:11])([F:10])[F:9])[CH:7]=1.Cl[C:20]1[CH:21]=[CH:22][C:23]2[N:24]([C:26]([C:29]([F:32])([F:31])[F:30])=[N:27][N:28]=2)[N:25]=1, predict the reaction product. The product is: [Cl:1][C:2]1[C:3]([N:12]2[CH2:18][CH2:17][CH2:16][N:15]([C:20]3[CH:21]=[CH:22][C:23]4[N:24]([C:26]([C:29]([F:30])([F:32])[F:31])=[N:27][N:28]=4)[N:25]=3)[CH2:14][CH2:13]2)=[N:4][CH:5]=[C:6]([C:8]([F:9])([F:10])[F:11])[CH:7]=1. (5) Given the reactants [C:1]([CH2:14][C:15]([CH2:18][C:19](I)([F:21])[F:20])([F:17])[F:16])([C:4]([C:7]([C:10]([F:13])([F:12])[F:11])([F:9])[F:8])([F:6])[F:5])([F:3])[F:2].[Cl-].[Li+], predict the reaction product. The product is: [F:20][C:19]([F:21])=[CH:18][C:15]([F:16])([F:17])[CH2:14][C:1]([F:2])([F:3])[C:4]([F:5])([F:6])[C:7]([F:8])([F:9])[C:10]([F:13])([F:12])[F:11]. (6) Given the reactants Cl.[NH2:2][C:3]1[C:12]2[N:13]=[C:14]([CH2:39][CH2:40][O:41][CH3:42])[N:15]([CH2:16][CH2:17][CH2:18][N:19]([CH2:24][C:25]3[CH:26]=[CH:27][C:28]([CH3:38])=[C:29]([CH:37]=3)[O:30][CH2:31][C:32]([O:34][CH2:35][CH3:36])=[O:33])[C:20](=[O:23])[CH2:21]Cl)[C:11]=2[C:10]2[CH:9]=[CH:8][CH:7]=[CH:6][C:5]=2[N:4]=1.[CH2:43]([NH:45][CH2:46][CH3:47])[CH3:44], predict the reaction product. The product is: [NH2:2][C:3]1[C:12]2[N:13]=[C:14]([CH2:39][CH2:40][O:41][CH3:42])[N:15]([CH2:16][CH2:17][CH2:18][N:19]([CH2:24][C:25]3[CH:26]=[CH:27][C:28]([CH3:38])=[C:29]([CH:37]=3)[O:30][CH2:31][C:32]([O:34][CH2:35][CH3:36])=[O:33])[C:20](=[O:23])[CH2:21][N:45]([CH2:46][CH3:47])[CH2:43][CH3:44])[C:11]=2[C:10]2[CH:9]=[CH:8][CH:7]=[CH:6][C:5]=2[N:4]=1.